From a dataset of Reaction yield outcomes from USPTO patents with 853,638 reactions. Predict the reaction yield, written as a fraction of the theoretical maximum amount of product (1.0 means a 100% yield; for example, 0.34 means a 34% yield). (1) The reactants are [C:1]([O:5][C:6](=[O:17])[NH:7][CH2:8][CH2:9][N:10]1[C:14](=[O:15])[CH2:13][S:12][C:11]1=[S:16])([CH3:4])([CH3:3])[CH3:2].[CH:18]([C:20]1[O:24][C:23]([C:25]2[CH:33]=[CH:32][C:28]([C:29]([OH:31])=[O:30])=[CH:27][CH:26]=2)=[CH:22][CH:21]=1)=O. The catalyst is C(O)C.N1CCCCC1. The product is [C:1]([O:5][C:6]([NH:7][CH2:8][CH2:9][N:10]1[C:14](=[O:15])[C:13](=[CH:18][C:20]2[O:24][C:23]([C:25]3[CH:33]=[CH:32][C:28]([C:29]([OH:31])=[O:30])=[CH:27][CH:26]=3)=[CH:22][CH:21]=2)[S:12][C:11]1=[S:16])=[O:17])([CH3:4])([CH3:2])[CH3:3]. The yield is 0.730. (2) The reactants are [F:1][C:2]1[CH:3]=[C:4]2[C:8](=[CH:9][CH:10]=1)[CH2:7][C:6]([NH:14][C:15](=[O:27])[C:16]1[CH:21]=[CH:20][CH:19]=[C:18]([CH3:22])[C:17]=1[CH:23]=[C:24]([CH3:26])[CH3:25])([C:11]([OH:13])=[O:12])[CH2:5]2. The catalyst is C(O)(=O)C.[Pd]. The product is [F:1][C:2]1[CH:3]=[C:4]2[C:8](=[CH:9][CH:10]=1)[CH2:7][C:6]([NH:14][C:15](=[O:27])[C:16]1[CH:21]=[CH:20][CH:19]=[C:18]([CH3:22])[C:17]=1[CH2:23][CH:24]([CH3:25])[CH3:26])([C:11]([OH:13])=[O:12])[CH2:5]2. The yield is 0.860. (3) The reactants are Br[C:2]1[CH:3]=[C:4]([C:24]([F:27])([F:26])[F:25])[N:5]2[CH2:22][CH2:21][N:20]([CH3:23])[C:7]3([CH2:12][CH2:11][N:10]([C:13]([O:15][C:16]([CH3:19])([CH3:18])[CH3:17])=[O:14])[CH2:9][CH2:8]3)[C:6]=12.[C:28]([Zn]C#N)#[N:29]. The catalyst is CN(C=O)C.C1C=CC([P]([Pd]([P](C2C=CC=CC=2)(C2C=CC=CC=2)C2C=CC=CC=2)([P](C2C=CC=CC=2)(C2C=CC=CC=2)C2C=CC=CC=2)[P](C2C=CC=CC=2)(C2C=CC=CC=2)C2C=CC=CC=2)(C2C=CC=CC=2)C2C=CC=CC=2)=CC=1. The product is [C:28]([C:2]1[CH:3]=[C:4]([C:24]([F:26])([F:25])[F:27])[N:5]2[CH2:22][CH2:21][N:20]([CH3:23])[C:7]3([CH2:8][CH2:9][N:10]([C:13]([O:15][C:16]([CH3:19])([CH3:18])[CH3:17])=[O:14])[CH2:11][CH2:12]3)[C:6]=12)#[N:29]. The yield is 0.350.